Predict the product of the given reaction. From a dataset of Forward reaction prediction with 1.9M reactions from USPTO patents (1976-2016). (1) Given the reactants [CH:1]1(B(O)O)[CH2:3][CH2:2]1.C1(P(C2CCCCC2)C2CCCCC2)CCCCC1.P([O-])([O-])([O-])=O.[K+].[K+].[K+].Br[C:35]1[CH:36]=[C:37]([NH2:41])[CH:38]=[N:39][CH:40]=1, predict the reaction product. The product is: [NH2:41][C:37]1[CH:38]=[N:39][CH:40]=[C:35]([CH:1]2[CH2:3][CH2:2]2)[CH:36]=1. (2) Given the reactants Cl.[NH2:2][O:3][CH2:4][C:5]1[NH:18][C:8]2=[C:9]3[C:14](=[CH:15][CH:16]=[C:7]2[C:6]=1[C:19]([OH:21])=O)[CH:13]=[N:12][C:11]([Cl:17])=[CH:10]3.C1C=CC2N(O)N=NC=2C=1.O.CN(C)CCCN=C=NCC, predict the reaction product. The product is: [Cl:17][C:11]1[N:12]=[CH:13][C:14]2[C:9]([CH:10]=1)=[C:8]1[C:7](=[CH:16][CH:15]=2)[C:6]2[C:19](=[O:21])[NH:2][O:3][CH2:4][C:5]=2[NH:18]1. (3) Given the reactants [CH3:1][O:2][C:3](=[O:17])[C:4]1[CH:9]=[CH:8][C:7]([CH:10]=[N:11][OH:12])=[CH:6][C:5]=1[C:13]([F:16])([F:15])[F:14].[Cl:18]N1C(=O)CCC1=O.O, predict the reaction product. The product is: [CH3:1][O:2][C:3](=[O:17])[C:4]1[CH:9]=[CH:8][C:7]([C:10]([Cl:18])=[N:11][OH:12])=[CH:6][C:5]=1[C:13]([F:15])([F:14])[F:16]. (4) Given the reactants [Cl:1][C:2]1[CH:11]=[C:10]([C:12](=O)[CH3:13])[C:9]([N:15]2[CH2:20][CH2:19][N:18]([C:21]([CH:23]3[CH2:26][CH2:25][CH2:24]3)=[O:22])[CH2:17][CH2:16]2)=[C:8]2[C:3]=1[CH:4]=[CH:5][CH:6]=[N:7]2.C([O-])(=O)C.[NH4+].C([BH3-])#[N:33].[Na+].O1CCCC1, predict the reaction product. The product is: [Cl:1][C:2]1[CH:11]=[C:10]([CH:12]([NH2:33])[CH3:13])[C:9]([N:15]2[CH2:20][CH2:19][N:18]([C:21]([CH:23]3[CH2:26][CH2:25][CH2:24]3)=[O:22])[CH2:17][CH2:16]2)=[C:8]2[C:3]=1[CH:4]=[CH:5][CH:6]=[N:7]2.